This data is from TCR-epitope binding with 47,182 pairs between 192 epitopes and 23,139 TCRs. The task is: Binary Classification. Given a T-cell receptor sequence (or CDR3 region) and an epitope sequence, predict whether binding occurs between them. (1) The epitope is ATDALMTGY. The TCR CDR3 sequence is CASSTYGTMEETQYF. Result: 0 (the TCR does not bind to the epitope). (2) The epitope is RISNCVADY. The TCR CDR3 sequence is CASTLSASGSPLHF. Result: 0 (the TCR does not bind to the epitope).